Task: Predict the reactants needed to synthesize the given product.. Dataset: Full USPTO retrosynthesis dataset with 1.9M reactions from patents (1976-2016) (1) Given the product [Cl:1][C:2]1[CH:3]=[CH:4][C:5]([O:11][CH3:12])=[C:6]([CH2:16][C:15]([OH:13])=[O:17])[CH:7]=1, predict the reactants needed to synthesize it. The reactants are: [Cl:1][C:2]1[CH:3]=[CH:4][C:5]([O:11][CH3:12])=[C:6](CC#N)[CH:7]=1.[OH-:13].[K+].[CH2:15]([OH:17])[CH3:16]. (2) Given the product [F:8][C:4]1[CH:5]=[CH:6][CH:7]=[C:2]([S:18][CH:16]([CH3:17])[CH3:15])[C:3]=1[N+:9]([O-:11])=[O:10], predict the reactants needed to synthesize it. The reactants are: F[C:2]1[CH:7]=[CH:6][CH:5]=[C:4]([F:8])[C:3]=1[N+:9]([O-:11])=[O:10].C(O)C.[CH3:15][CH:16]([S-:18])[CH3:17].[Na+]. (3) Given the product [N+:12]([C:7]1[CH:8]=[N:9][CH:10]=[CH:11][C:6]=1[S:4][CH2:1][CH2:2][CH3:3])([O-:14])=[O:13], predict the reactants needed to synthesize it. The reactants are: [CH2:1]([SH:4])[CH2:2][CH3:3].Cl[C:6]1[CH:11]=[CH:10][N:9]=[CH:8][C:7]=1[N+:12]([O-:14])=[O:13].CCN(C(C)C)C(C)C.CCCCCC.CCOC(C)=O. (4) Given the product [C:1]([C:4]1[C:12]2[C:7](=[CH:8][CH:9]=[C:10]([O:13][C:23]3[CH:24]=[N:25][CH:26]=[N:27][CH:28]=3)[CH:11]=2)[N:6]([CH2:14][C:15]([O:17][C:18]([CH3:21])([CH3:20])[CH3:19])=[O:16])[N:5]=1)(=[O:3])[NH2:2], predict the reactants needed to synthesize it. The reactants are: [C:1]([C:4]1[C:12]2[C:7](=[CH:8][CH:9]=[C:10]([OH:13])[CH:11]=2)[N:6]([CH2:14][C:15]([O:17][C:18]([CH3:21])([CH3:20])[CH3:19])=[O:16])[N:5]=1)(=[O:3])[NH2:2].Br[C:23]1[CH:24]=[N:25][CH:26]=[N:27][CH:28]=1.C(=O)([O-])[O-].[Cs+].[Cs+].C1(P(C2C=CC=CC=2)C2C3OC4C(=CC=CC=4P(C4C=CC=CC=4)C4C=CC=CC=4)C(C)(C)C=3C=CC=2)C=CC=CC=1. (5) Given the product [C:2]1([C:1]2[O:8][C:11](=[O:12])[S:13][N:9]=2)[CH:7]=[CH:6][CH:5]=[CH:4][CH:3]=1, predict the reactants needed to synthesize it. The reactants are: [C:1]([NH2:9])(=[O:8])[C:2]1[CH:7]=[CH:6][CH:5]=[CH:4][CH:3]=1.Cl[C:11]([S:13]Cl)=[O:12]. (6) Given the product [F:1][C:2]1[CH:7]=[C:6]([F:8])[CH:5]=[CH:4][C:3]=1[C:9]([OH:10])([CH2:12][N:13]1[CH:17]=[CH:16][N:15]=[CH:14]1)[CH2:11][O:18][C:19]1[CH:26]=[CH:25][C:22]([CH:23]=[O:24])=[CH:21][CH:20]=1, predict the reactants needed to synthesize it. The reactants are: [F:1][C:2]1[CH:7]=[C:6]([F:8])[CH:5]=[CH:4][C:3]=1[C:9]1([CH2:12][N:13]2[CH:17]=[CH:16][N:15]=[CH:14]2)[CH2:11][O:10]1.[OH:18][C:19]1[CH:26]=[CH:25][C:22]([CH:23]=[O:24])=[CH:21][CH:20]=1.